This data is from Catalyst prediction with 721,799 reactions and 888 catalyst types from USPTO. The task is: Predict which catalyst facilitates the given reaction. (1) Reactant: [OH:1][CH2:2][C:3]1([O:7][C:8]2[CH:9]=[C:10]([CH:23]=[C:24]([C:26](=[O:34])[NH:27][C:28]3[CH:32]=[CH:31][N:30]([CH3:33])[N:29]=3)[CH:25]=2)[O:11][C:12]2[CH:13]=[CH:14][C:15]([C:18]([O:20]CC)=[O:19])=[N:16][CH:17]=2)[CH2:6][CH2:5][CH2:4]1.C(O)C.[OH-].[Na+].Cl. Product: [OH:1][CH2:2][C:3]1([O:7][C:8]2[CH:9]=[C:10]([CH:23]=[C:24]([C:26](=[O:34])[NH:27][C:28]3[CH:32]=[CH:31][N:30]([CH3:33])[N:29]=3)[CH:25]=2)[O:11][C:12]2[CH:13]=[CH:14][C:15]([C:18]([OH:20])=[O:19])=[N:16][CH:17]=2)[CH2:4][CH2:5][CH2:6]1. The catalyst class is: 6. (2) Product: [NH2:35][C:33](=[O:34])[CH2:32][NH:31][C:14]([C:7]1[C:8]2[C:9](=[N:10][CH:11]=[CH:12][CH:13]=2)[N:5]([CH2:4][C:3]2[CH:17]=[CH:18][CH:19]=[CH:20][C:2]=2[F:1])[N:6]=1)=[O:16]. Reactant: [F:1][C:2]1[CH:20]=[CH:19][CH:18]=[CH:17][C:3]=1[CH2:4][N:5]1[C:9]2=[N:10][CH:11]=[CH:12][CH:13]=[C:8]2[C:7]([C:14]([OH:16])=O)=[N:6]1.C(N(C(C)C)C(C)C)C.Cl.[NH2:31][CH2:32][C:33]([NH2:35])=[O:34].C1C=CC2N(O)N=NC=2C=1.C1CCC(N=C=NC2CCCCC2)CC1. The catalyst class is: 46. (3) Reactant: Cl.[C:2]([C:5]1[CH:6]=[CH:7][C:8]([O:29][CH2:30][C:31]2[CH:36]=[CH:35][CH:34]=[CH:33][CH:32]=2)=[C:9]([CH2:11][C:12]([NH:14][C:15]2[CH:20]=[CH:19][C:18]([C:21]([N:23]3[CH2:27][CH2:26][CH2:25][CH2:24]3)=[O:22])=[C:17]([CH3:28])[CH:16]=2)=[O:13])[CH:10]=1)(=[NH:4])[NH2:3].C(N(CC)CC)C.[N+](C1C=CC([C:53]2[CH:61]=[CH:60][CH:59]=[CH:58][C:54]=2[C:55]([O-])=[O:56])=CC=1)([O-])=O. Product: [C:55]([NH:4][C:2]([C:5]1[CH:6]=[CH:7][C:8]([O:29][CH2:30][C:31]2[CH:32]=[CH:33][CH:34]=[CH:35][CH:36]=2)=[C:9]([CH2:11][C:12]([NH:14][C:15]2[CH:20]=[CH:19][C:18]([C:21]([N:23]3[CH2:27][CH2:26][CH2:25][CH2:24]3)=[O:22])=[C:17]([CH3:28])[CH:16]=2)=[O:13])[CH:10]=1)=[NH:3])(=[O:56])[C:54]1[CH:58]=[CH:59][CH:60]=[CH:61][CH:53]=1. The catalyst class is: 2. (4) Reactant: [C:1]1([C:7]2([C:12]([OH:14])=O)[CH2:11][CH2:10][CH2:9][CH2:8]2)[CH:6]=[CH:5][CH:4]=[CH:3][CH:2]=1.C(Cl)(=O)C(Cl)=O.Cl.[Cl:22][C:23]1[CH:28]=[CH:27][C:26]([CH2:29][CH:30]([C:34]2[CH:39]=[CH:38][CH:37]=[CH:36][CH:35]=2)[CH:31]([NH2:33])[CH3:32])=[CH:25][CH:24]=1.CN1CCOCC1. Product: [Cl:22][C:23]1[CH:24]=[CH:25][C:26]([CH2:29][CH:30]([C:34]2[CH:35]=[CH:36][CH:37]=[CH:38][CH:39]=2)[CH:31]([NH:33][C:12]([C:7]2([C:1]3[CH:2]=[CH:3][CH:4]=[CH:5][CH:6]=3)[CH2:8][CH2:9][CH2:10][CH2:11]2)=[O:14])[CH3:32])=[CH:27][CH:28]=1. The catalyst class is: 306. (5) Reactant: Br[C:2]1[CH:7]=[C:6]([O:8][Si:9]([C:12]([CH3:15])([CH3:14])[CH3:13])([CH3:11])[CH3:10])[CH:5]=[CH:4][C:3]=1[CH2:16][OH:17].C1COCC1.C([Li])CCC.[F:28][C:29]([F:40])([F:39])[C:30](O[C:30](=[O:31])[C:29]([F:40])([F:39])[F:28])=[O:31]. Product: [Si:9]([O:8][C:6]1[CH:7]=[C:2]2[C:3]([CH2:16][O:17][C:30]2([C:29]([F:40])([F:39])[F:28])[OH:31])=[CH:4][CH:5]=1)([C:12]([CH3:15])([CH3:14])[CH3:13])([CH3:11])[CH3:10]. The catalyst class is: 81.